This data is from Full USPTO retrosynthesis dataset with 1.9M reactions from patents (1976-2016). The task is: Predict the reactants needed to synthesize the given product. (1) Given the product [CH:1]([N:4]1[CH2:9][CH2:8][CH:7]([NH:10][S:11]([CH2:14][CH2:15][CH2:16][NH2:17])(=[O:12])=[O:13])[CH2:6][CH2:5]1)([CH3:3])[CH3:2], predict the reactants needed to synthesize it. The reactants are: [CH:1]([N:4]1[CH2:9][CH2:8][CH:7]([NH:10][S:11]([CH2:14][CH2:15][CH2:16][N:17]=[N+]=[N-])(=[O:13])=[O:12])[CH2:6][CH2:5]1)([CH3:3])[CH3:2]. (2) Given the product [F:23][C:18]1[CH:19]=[CH:20][CH:21]=[CH:22][C:17]=1[N:14]1[C:15](=[O:16])[C:11]2=[N:10][N:9]([CH2:8][C:5]3[CH:6]=[CH:7][C:2]([I:1])=[CH:3][CH:4]=3)[C:25]3[CH:26]=[CH:27][CH:28]=[CH:29][C:24]=3[C:12]2=[N:13]1, predict the reactants needed to synthesize it. The reactants are: [I:1][C:2]1[CH:7]=[CH:6][C:5]([CH2:8][NH:9][N:10]=[C:11]2[C:15](=[O:16])[N:14]([C:17]3[CH:22]=[CH:21][CH:20]=[CH:19][C:18]=3[F:23])[N:13]=[C:12]2[C:24]2[CH:29]=[CH:28][CH:27]=[CH:26][C:25]=2F)=[CH:4][CH:3]=1.C(=O)([O-])[O-].[K+].[K+].C(=O)(O)[O-].[Na+]. (3) Given the product [CH2:1]([O:3][C:4]1[CH:5]=[CH:6][C:7]([F:13])=[C:8]([C:21]2[CH:26]=[CH:25][N:24]=[C:23]([C:27]3[CH2:31][CH2:30][C@:29]4([CH2:14][CH2:35][CH2:34][N:33]([CH2:36][O:37][CH2:38][CH2:39][Si:40]([CH3:43])([CH3:42])[CH3:41])[C:32]4=[O:44])[N:28]=3)[CH:22]=2)[CH:9]=1)[CH3:2], predict the reactants needed to synthesize it. The reactants are: [CH2:1]([O:3][C:4]1[CH:5]=[CH:6][C:7]([F:13])=[C:8](B(O)O)[CH:9]=1)[CH3:2].[C:14](=O)([O-])[O-].[Na+].[Na+].Br[C:21]1[CH:26]=[CH:25][N:24]=[C:23]([C:27]2[CH2:31][CH2:30][C@@:29]3([CH2:35][CH2:34][N:33]([CH2:36][O:37][CH2:38][CH2:39][Si:40]([CH3:43])([CH3:42])[CH3:41])[C:32]3=[O:44])[N:28]=2)[CH:22]=1. (4) The reactants are: O[CH2:2][C:3]1[CH:28]=[CH:27][C:6]([O:7][CH2:8][C:9]2[N:10]=[C:11]([C:15]3[CH:16]=[C:17]([CH2:21][C:22]([O:24][CH2:25][CH3:26])=[O:23])[CH:18]=[CH:19][CH:20]=3)[O:12][C:13]=2[CH3:14])=[C:5]([O:29][CH3:30])[CH:4]=1.S(Cl)([Cl:33])=O.C(=O)([O-])O.[Na+]. Given the product [Cl:33][CH2:2][C:3]1[CH:28]=[CH:27][C:6]([O:7][CH2:8][C:9]2[N:10]=[C:11]([C:15]3[CH:16]=[C:17]([CH2:21][C:22]([O:24][CH2:25][CH3:26])=[O:23])[CH:18]=[CH:19][CH:20]=3)[O:12][C:13]=2[CH3:14])=[C:5]([O:29][CH3:30])[CH:4]=1, predict the reactants needed to synthesize it. (5) Given the product [Cl:1][C:2]1[CH:7]=[C:6]2[NH:8][C:9](=[O:41])[C:10]3([CH:15]([C:16]4[CH:21]=[C:20]([Cl:22])[CH:19]=[CH:18][C:17]=4[O:23][C:24]([CH2:27][CH3:28])([C:29]([NH:59][S:56]([CH3:55])(=[O:58])=[O:57])=[O:30])[CH2:25][CH3:26])[CH2:14][C:13](=[O:32])[NH:12][CH:11]3[C:33]3[CH:38]=[C:37]([F:39])[CH:36]=[CH:35][C:34]=3[CH3:40])[C:5]2=[CH:4][C:3]=1[F:42], predict the reactants needed to synthesize it. The reactants are: [Cl:1][C:2]1[CH:7]=[C:6]2[NH:8][C:9](=[O:41])[C:10]3([CH:15]([C:16]4[CH:21]=[C:20]([Cl:22])[CH:19]=[CH:18][C:17]=4[O:23][C:24]([C:29](O)=[O:30])([CH2:27][CH3:28])[CH2:25][CH3:26])[CH2:14][C:13](=[O:32])[NH:12][CH:11]3[C:33]3[CH:38]=[C:37]([F:39])[CH:36]=[CH:35][C:34]=3[CH3:40])[C:5]2=[CH:4][C:3]=1[F:42].C1N=CN(C(N2C=NC=C2)=O)C=1.[CH3:55][S:56]([NH2:59])(=[O:58])=[O:57].[H-].[Na+].Cl. (6) Given the product [Cl:1][C:2]1[CH:3]=[C:4]([NH:8][S:9]([C:12]2[CH:13]=[C:14]3[C:18](=[CH:19][CH:20]=2)[NH:17][C:16](=[O:21])[C:15]3=[CH:32][C:31]2[NH:30][CH:29]=[C:28]3[C:23](=[O:22])[O:24][CH2:25][CH2:26][C:27]=23)(=[O:11])=[O:10])[CH:5]=[CH:6][CH:7]=1, predict the reactants needed to synthesize it. The reactants are: [Cl:1][C:2]1[CH:3]=[C:4]([NH:8][S:9]([C:12]2[CH:13]=[C:14]3[C:18](=[CH:19][CH:20]=2)[NH:17][C:16](=[O:21])[CH2:15]3)(=[O:11])=[O:10])[CH:5]=[CH:6][CH:7]=1.[O:22]=[C:23]1[C:28]2=[CH:29][NH:30][C:31]([CH:32]=O)=[C:27]2[CH2:26][CH2:25][O:24]1.